Dataset: NCI-60 drug combinations with 297,098 pairs across 59 cell lines. Task: Regression. Given two drug SMILES strings and cell line genomic features, predict the synergy score measuring deviation from expected non-interaction effect. (1) Drug 1: CC=C1C(=O)NC(C(=O)OC2CC(=O)NC(C(=O)NC(CSSCCC=C2)C(=O)N1)C(C)C)C(C)C. Drug 2: C#CCC(CC1=CN=C2C(=N1)C(=NC(=N2)N)N)C3=CC=C(C=C3)C(=O)NC(CCC(=O)O)C(=O)O. Cell line: MDA-MB-231. Synergy scores: CSS=10.2, Synergy_ZIP=-3.44, Synergy_Bliss=1.28, Synergy_Loewe=3.66, Synergy_HSA=2.30. (2) Drug 1: C1CCN(CC1)CCOC2=CC=C(C=C2)C(=O)C3=C(SC4=C3C=CC(=C4)O)C5=CC=C(C=C5)O. Drug 2: CC1=C(C(=O)C2=C(C1=O)N3CC4C(C3(C2COC(=O)N)OC)N4)N. Cell line: MOLT-4. Synergy scores: CSS=60.2, Synergy_ZIP=-0.528, Synergy_Bliss=-1.80, Synergy_Loewe=-27.6, Synergy_HSA=-2.61. (3) Drug 1: C1CC(C1)(C(=O)O)C(=O)O.[NH2-].[NH2-].[Pt+2]. Drug 2: CCC1(C2=C(COC1=O)C(=O)N3CC4=CC5=C(C=CC(=C5CN(C)C)O)N=C4C3=C2)O.Cl. Cell line: HCT-15. Synergy scores: CSS=14.9, Synergy_ZIP=-9.82, Synergy_Bliss=-3.11, Synergy_Loewe=-21.4, Synergy_HSA=-6.13. (4) Drug 1: C1=CC(=CC=C1CC(C(=O)O)N)N(CCCl)CCCl.Cl. Drug 2: C1=CN(C(=O)N=C1N)C2C(C(C(O2)CO)O)O.Cl. Cell line: MALME-3M. Synergy scores: CSS=38.8, Synergy_ZIP=-12.2, Synergy_Bliss=-2.77, Synergy_Loewe=-27.8, Synergy_HSA=-1.43. (5) Drug 1: CCC(=C(C1=CC=CC=C1)C2=CC=C(C=C2)OCCN(C)C)C3=CC=CC=C3.C(C(=O)O)C(CC(=O)O)(C(=O)O)O. Drug 2: C1=CC=C(C=C1)NC(=O)CCCCCCC(=O)NO. Cell line: NCI-H460. Synergy scores: CSS=5.28, Synergy_ZIP=-4.32, Synergy_Bliss=-0.999, Synergy_Loewe=-15.0, Synergy_HSA=-3.67. (6) Synergy scores: CSS=2.74, Synergy_ZIP=0.450, Synergy_Bliss=2.52, Synergy_Loewe=-0.932, Synergy_HSA=1.62. Drug 2: CCCCC(=O)OCC(=O)C1(CC(C2=C(C1)C(=C3C(=C2O)C(=O)C4=C(C3=O)C=CC=C4OC)O)OC5CC(C(C(O5)C)O)NC(=O)C(F)(F)F)O. Drug 1: CC1=CC2C(CCC3(C2CCC3(C(=O)C)OC(=O)C)C)C4(C1=CC(=O)CC4)C. Cell line: K-562. (7) Drug 1: CC(CN1CC(=O)NC(=O)C1)N2CC(=O)NC(=O)C2. Drug 2: C1CN1P(=S)(N2CC2)N3CC3. Cell line: MDA-MB-435. Synergy scores: CSS=2.00, Synergy_ZIP=-3.10, Synergy_Bliss=-7.45, Synergy_Loewe=-9.32, Synergy_HSA=-8.69.